Dataset: Full USPTO retrosynthesis dataset with 1.9M reactions from patents (1976-2016). Task: Predict the reactants needed to synthesize the given product. (1) The reactants are: [CH2:1]([CH:3]([C:8]([O:10][CH3:11])=[O:9])[C:4]([O:6][CH3:7])=[O:5])[CH3:2].[H-].[Na+].Cl[CH2:15][CH:16]=[CH:17][CH3:18].Cl. Given the product [CH2:15]([C:3]([CH2:1][CH3:2])([C:4]([O:6][CH3:7])=[O:5])[C:8]([O:10][CH3:11])=[O:9])/[CH:16]=[CH:17]/[CH3:18], predict the reactants needed to synthesize it. (2) Given the product [CH3:20][C:2]1[C:3]([N:8]2[CH:12]=[C:11]([CH:13]=[O:14])[C:10]([C:15]([O:17][CH2:18][CH3:19])=[O:16])=[N:9]2)=[N:4][CH:5]=[CH:6][CH:7]=1, predict the reactants needed to synthesize it. The reactants are: Cl[C:2]1[C:3]([N:8]2[CH:12]=[C:11]([CH:13]=[O:14])[C:10]([C:15]([O:17][CH2:18][CH3:19])=[O:16])=[N:9]2)=[N:4][CH:5]=[CH:6][CH:7]=1.[CH3:20]B1OB(C)OB(C)O1.C(=O)([O-])[O-].[K+].[K+].